This data is from Forward reaction prediction with 1.9M reactions from USPTO patents (1976-2016). The task is: Predict the product of the given reaction. (1) Given the reactants [ClH:1].C([N:9]1[CH2:13][C:12]([F:15])([F:14])[C:11]([F:17])([F:16])[CH2:10]1)C1C=CC=CC=1.[H][H], predict the reaction product. The product is: [ClH:1].[F:16][C:11]1([F:17])[C:12]([F:15])([F:14])[CH2:13][NH:9][CH2:10]1. (2) Given the reactants [CH3:1][C:2]1([CH3:16])[C:10]2[C:5](=[CH:6][C:7]([C:11]([O:13]C)=[O:12])=[CH:8][CH:9]=2)[NH:4][C:3]1=[O:15].Cl, predict the reaction product. The product is: [CH3:1][C:2]1([CH3:16])[C:10]2[C:5](=[CH:6][C:7]([C:11]([OH:13])=[O:12])=[CH:8][CH:9]=2)[NH:4][C:3]1=[O:15]. (3) Given the reactants [Cl:1][C:2]1[CH:7]=[C:6]([C:8]([F:11])([F:10])[F:9])[N:5]=[C:4]([C:12]2[CH:17]=[CH:16][N:15]=[CH:14][CH:13]=2)[N:3]=1.[NH2:18][C:19]1[CH:20]=[C:21]([OH:25])[CH:22]=[CH:23][CH:24]=1, predict the reaction product. The product is: [ClH:1].[OH:25][C:21]1[CH:20]=[C:19]([CH:24]=[CH:23][CH:22]=1)[NH:18][C:2]1[CH:7]=[C:6]([C:8]([F:11])([F:10])[F:9])[N:5]=[C:4]([C:12]2[CH:17]=[CH:16][N:15]=[CH:14][CH:13]=2)[N:3]=1.